Predict the reactants needed to synthesize the given product. From a dataset of Full USPTO retrosynthesis dataset with 1.9M reactions from patents (1976-2016). Given the product [CH2:1]([N:3]([CH2:20][CH3:21])[CH2:4][CH2:5][N:6]1[CH2:12][CH2:11][CH2:10][C:9]2[NH:13][C:14](/[CH:17]=[C:26]3\[C:27](=[O:39])[NH:28][C:29]4[C:25]\3=[CH:24][C:23]([F:22])=[C:31]([NH:32][C:33](=[O:38])[C:34]([OH:37])([CH3:35])[CH3:36])[CH:30]=4)=[C:15]([CH3:16])[C:8]=2[C:7]1=[O:19])[CH3:2], predict the reactants needed to synthesize it. The reactants are: [CH2:1]([N:3]([CH2:20][CH3:21])[CH2:4][CH2:5][N:6]1[CH2:12][CH2:11][CH2:10][C:9]2[NH:13][C:14]([CH:17]=O)=[C:15]([CH3:16])[C:8]=2[C:7]1=[O:19])[CH3:2].[F:22][C:23]1[CH:24]=[C:25]2[C:29](=[CH:30][C:31]=1[NH:32][C:33](=[O:38])[C:34]([OH:37])([CH3:36])[CH3:35])[NH:28][C:27](=[O:39])[CH2:26]2.